Dataset: Forward reaction prediction with 1.9M reactions from USPTO patents (1976-2016). Task: Predict the product of the given reaction. Given the reactants [NH2:1][C:2]1[N:7]=[C:6]([C:8]([O:10][CH3:11])=[O:9])[CH:5]=[C:4](Cl)[N:3]=1.[F:13][C:14]1[CH:15]=[C:16]([CH:18]=[CH:19][C:20]=1[O:21][C:22]1[CH:27]=[CH:26][N:25]=[C:24]2[NH:28][CH:29]=[CH:30][C:23]=12)[NH2:17].Cl.C(=O)(O)[O-].[Na+], predict the reaction product. The product is: [NH2:1][C:2]1[N:7]=[C:6]([C:8]([O:10][CH3:11])=[O:9])[CH:5]=[C:4]([NH:17][C:16]2[CH:18]=[CH:19][C:20]([O:21][C:22]3[CH:27]=[CH:26][N:25]=[C:24]4[NH:28][CH:29]=[CH:30][C:23]=34)=[C:14]([F:13])[CH:15]=2)[N:3]=1.